From a dataset of Peptide-MHC class II binding affinity with 134,281 pairs from IEDB. Regression. Given a peptide amino acid sequence and an MHC pseudo amino acid sequence, predict their binding affinity value. This is MHC class II binding data. (1) The peptide sequence is IGSYVAFLSQTFAFI. The MHC is HLA-DPA10301-DPB10402 with pseudo-sequence HLA-DPA10301-DPB10402. The binding affinity (normalized) is 0.200. (2) The peptide sequence is SLDFTQVSQVQRLLR. The MHC is DRB1_0101 with pseudo-sequence DRB1_0101. The binding affinity (normalized) is 0.613. (3) The peptide sequence is EFIPMKSSWGAIWRI. The binding affinity (normalized) is 0.557. The MHC is DRB1_0901 with pseudo-sequence DRB1_0901.